From a dataset of Merck oncology drug combination screen with 23,052 pairs across 39 cell lines. Regression. Given two drug SMILES strings and cell line genomic features, predict the synergy score measuring deviation from expected non-interaction effect. (1) Drug 1: O=c1[nH]cc(F)c(=O)[nH]1. Drug 2: NC(=O)c1cccc2cn(-c3ccc(C4CCCNC4)cc3)nc12. Cell line: A2058. Synergy scores: synergy=6.74. (2) Drug 1: CN(C)C(=N)N=C(N)N. Drug 2: O=C(NOCC(O)CO)c1ccc(F)c(F)c1Nc1ccc(I)cc1F. Cell line: UWB1289. Synergy scores: synergy=13.9. (3) Drug 1: O=C(NOCC(O)CO)c1ccc(F)c(F)c1Nc1ccc(I)cc1F. Drug 2: Cn1cc(-c2cnn3c(N)c(Br)c(C4CCCNC4)nc23)cn1. Cell line: UACC62. Synergy scores: synergy=3.82. (4) Drug 1: O=P1(N(CCCl)CCCl)NCCCO1. Drug 2: N#Cc1ccc(Cn2cncc2CN2CCN(c3cccc(Cl)c3)C(=O)C2)cc1. Cell line: HCT116. Synergy scores: synergy=2.03. (5) Drug 1: CC(C)CC(NC(=O)C(Cc1ccccc1)NC(=O)c1cnccn1)B(O)O. Drug 2: Cn1c(=O)n(-c2ccc(C(C)(C)C#N)cc2)c2c3cc(-c4cnc5ccccc5c4)ccc3ncc21. Cell line: NCIH1650. Synergy scores: synergy=-11.1. (6) Drug 1: Cn1nnc2c(C(N)=O)ncn2c1=O. Drug 2: Cn1c(=O)n(-c2ccc(C(C)(C)C#N)cc2)c2c3cc(-c4cnc5ccccc5c4)ccc3ncc21. Cell line: HCT116. Synergy scores: synergy=16.3. (7) Drug 1: CCC1=CC2CN(C1)Cc1c([nH]c3ccccc13)C(C(=O)OC)(c1cc3c(cc1OC)N(C)C1C(O)(C(=O)OC)C(OC(C)=O)C4(CC)C=CCN5CCC31C54)C2. Drug 2: Cc1nc(Nc2ncc(C(=O)Nc3c(C)cccc3Cl)s2)cc(N2CCN(CCO)CC2)n1. Cell line: KPL1. Synergy scores: synergy=22.0. (8) Drug 1: C=CCn1c(=O)c2cnc(Nc3ccc(N4CCN(C)CC4)cc3)nc2n1-c1cccc(C(C)(C)O)n1. Drug 2: COC1=C2CC(C)CC(OC)C(O)C(C)C=C(C)C(OC(N)=O)C(OC)C=CC=C(C)C(=O)NC(=CC1=O)C2=O. Cell line: A2780. Synergy scores: synergy=-3.12. (9) Drug 1: CN(C)C(=N)N=C(N)N. Drug 2: C#Cc1cccc(Nc2ncnc3cc(OCCOC)c(OCCOC)cc23)c1. Cell line: NCIH520. Synergy scores: synergy=-5.80. (10) Drug 1: NC(=O)c1cccc2cn(-c3ccc(C4CCCNC4)cc3)nc12. Drug 2: Cc1nc(Nc2ncc(C(=O)Nc3c(C)cccc3Cl)s2)cc(N2CCN(CCO)CC2)n1. Cell line: NCIH520. Synergy scores: synergy=55.2.